Dataset: Ames mutagenicity test results for genotoxicity prediction. Task: Regression/Classification. Given a drug SMILES string, predict its toxicity properties. Task type varies by dataset: regression for continuous values (e.g., LD50, hERG inhibition percentage) or binary classification for toxic/non-toxic outcomes (e.g., AMES mutagenicity, cardiotoxicity, hepatotoxicity). Dataset: ames. The molecule is CN1CCc2c1ccc1ccc3ccc(O)cc3c21. The result is 1 (mutagenic).